From a dataset of Rat liver microsome stability data. Regression/Classification. Given a drug SMILES string, predict its absorption, distribution, metabolism, or excretion properties. Task type varies by dataset: regression for continuous measurements (e.g., permeability, clearance, half-life) or binary classification for categorical outcomes (e.g., BBB penetration, CYP inhibition). Dataset: rlm. (1) The result is 1 (stable in rat liver microsomes). The compound is CC(C)N1CCCN(CC(=O)N[C@H](C)C(C)(C)C)CC1. (2) The compound is CN1CCN(c2nc(NCc3nc4cc(Cl)c(Cl)cc4[nH]3)c3ncn(-c4cccnc4)c3n2)CC1. The result is 1 (stable in rat liver microsomes). (3) The molecule is O=C(N[C@H]1CNC1=O)OCc1ccc(C2CCCCC2)cc1. The result is 1 (stable in rat liver microsomes). (4) The drug is CNC(=O)C1=C(C)N=C(Nc2nc3ccccc3o2)NC1c1[nH]ncc1Cl. The result is 1 (stable in rat liver microsomes). (5) The drug is N#CC(C#N)C(c1ccccc1)c1c(-c2ccccc2)[nH]c2cc(Cl)ccc12. The result is 1 (stable in rat liver microsomes). (6) The compound is Cn1ccnc1C1c2nnc(O)c3cc(F)cc(c23)NC1c1ccccc1. The result is 0 (unstable in rat liver microsomes).